Dataset: Experimentally validated miRNA-target interactions with 360,000+ pairs, plus equal number of negative samples. Task: Binary Classification. Given a miRNA mature sequence and a target amino acid sequence, predict their likelihood of interaction. (1) The miRNA is hsa-miR-4753-5p with sequence CAAGGCCAAAGGAAGAGAACAG. The protein sequence of the target gene is MEELSADEIRRRRLARLAGGQTSQPTTPLTSPQRENPPGPPIAASAPGPSQSLGLNVHNMTPATSPIGAAGVAHRSQSSEGVSSLSSSPSNSLETQSQSLSRSQSMDIDGVSCEKSMSQVDVDSGIENMEVDENDRREKRSLSDKEPSSGPEVSEEQALQLVCKIFRVSWKDRDRDVIFLSSLSAQFKQNPKEVFSDFKDLIGQILMEVLMMSTQTRDENPFASLTATSQPIATAARSPDRNLMLNTGSSSGTSPMFCNMGSFSTSSLSSLGASGGASNWDSYSDHFTIETCKETDMLNY.... Result: 0 (no interaction). (2) The miRNA is hsa-miR-6720-5p with sequence UUCCAGCCCUGGUAGGCGCCGCG. The protein sequence of the target gene is MAGLKRRVPLHSLRYFISMVGLFSKPGLLPWYARNPPGWSQLFLGTVCKGDFTRVIATKCQKGQKSQKKPSHLGPLDGSWQERLADVVTPLWRLSYEEQLKVKFAAQKKILQRLESYIQMLNGVSVTTAVPKSERLSCLLHPIIPSPVINGYRNKSTFSVNRGPDGNPKTVGFYLGTWRDGNVVCVQSNHLKNIPEKHSQVAQYYEVFLRQSPLEPCLVFHEGGYWRELTVRTNSQGHTMAIITFHPQKLSQEELHVQKEIVKEFFIRGPGAACGLTSLYFQESTMTRCSHQQSPYQLLF.... Result: 1 (interaction).